From a dataset of Forward reaction prediction with 1.9M reactions from USPTO patents (1976-2016). Predict the product of the given reaction. (1) Given the reactants [CH3:1][C:2]1[CH:3]=[C:4]([C:14]([O:16]CC)=[O:15])[C:5]2[N:10]([CH:11]=1)[CH2:9][CH2:8][S:7](=[O:13])(=[O:12])[N:6]=2.[OH-].[Na+].Cl.O, predict the reaction product. The product is: [CH3:1][C:2]1[CH:3]=[C:4]([C:14]([OH:16])=[O:15])[C:5]2[N:10]([CH:11]=1)[CH2:9][CH2:8][S:7](=[O:12])(=[O:13])[N:6]=2. (2) Given the reactants [CH3:1][C:2]1[CH:3]=[N:4][NH:5][C:6]=1[C:7]1[CH:12]=[CH:11][C:10]([NH:13][C:14]2[C:22]3[C:17](=[CH:18][N:19]=[CH:20][CH:21]=3)[S:16][C:15]=2[C:23]([N:25]=[N+]=[N-])=[O:24])=[CH:9][CH:8]=1.[CH3:28][N:29]([CH3:33])[CH2:30][CH2:31]N, predict the reaction product. The product is: [CH3:28][N:29]([CH3:33])[CH2:30][CH2:31][NH:25][C:23]([C:15]1[S:16][C:17]2=[CH:18][N:19]=[CH:20][CH:21]=[C:22]2[C:14]=1[NH:13][C:10]1[CH:11]=[CH:12][C:7]([C:6]2[NH:5][N:4]=[CH:3][C:2]=2[CH3:1])=[CH:8][CH:9]=1)=[O:24]. (3) Given the reactants [F:1][C:2]1[CH:7]=[CH:6][C:5]([C:8]2[N:9](COCC[Si](C)(C)C)[C:10]([C:19]3[CH:20]=[C:21]4[CH:27]=[CH:26][NH:25][C:22]4=[N:23][CH:24]=3)=[C:11]([C:13]3[CH:18]=[CH:17][N:16]=[CH:15][CH:14]=3)[N:12]=2)=[CH:4][CH:3]=1.C1C(=O)N([Cl:43])C(=O)C1.Cl, predict the reaction product. The product is: [Cl:43][C:27]1[C:21]2[C:22](=[N:23][CH:24]=[C:19]([C:10]3[NH:9][C:8]([C:5]4[CH:6]=[CH:7][C:2]([F:1])=[CH:3][CH:4]=4)=[N:12][C:11]=3[C:13]3[CH:18]=[CH:17][N:16]=[CH:15][CH:14]=3)[CH:20]=2)[NH:25][CH:26]=1. (4) Given the reactants [F:1][C:2]([F:20])([F:19])[C:3]1[CH:8]=[CH:7][C:6]([C:9]2[O:13][N:12]=[C:11]([C:14]([O:16][CH2:17][CH3:18])=[O:15])[CH:10]=2)=[CH:5][CH:4]=1.[Cl:21]N1C(=O)CCC1=O, predict the reaction product. The product is: [Cl:21][C:10]1[C:11]([C:14]([O:16][CH2:17][CH3:18])=[O:15])=[N:12][O:13][C:9]=1[C:6]1[CH:5]=[CH:4][C:3]([C:2]([F:1])([F:19])[F:20])=[CH:8][CH:7]=1. (5) The product is: [CH3:28][O:29][C:30]1[CH:31]=[C:32]([NH:36][C:37]([N:17]2[CH2:16][CH2:15][C:14]3[C:19](=[CH:20][CH:21]=[C:12]([N:9]4[CH2:10][CH2:11][C@H:7]([N:3]5[CH2:4][CH2:5][CH2:6][C@@H:2]5[CH3:1])[CH2:8]4)[CH:13]=3)[CH2:18]2)=[O:38])[CH:33]=[CH:34][CH:35]=1. Given the reactants [CH3:1][C@H:2]1[CH2:6][CH2:5][CH2:4][N:3]1[C@H:7]1[CH2:11][CH2:10][N:9]([C:12]2[CH:13]=[C:14]3[C:19](=[CH:20][CH:21]=2)[CH2:18][NH:17][CH2:16][CH2:15]3)[CH2:8]1.CC([O-])(C)C.[Na+].[CH3:28][O:29][C:30]1[CH:31]=[C:32]([N:36]=[C:37]=[O:38])[CH:33]=[CH:34][CH:35]=1, predict the reaction product. (6) Given the reactants [NH2:1][C:2]1[S:3][CH:4]=[C:5]([C:7]2[CH:15]=[CH:14][C:10]3[O:11][CH2:12][O:13][C:9]=3[CH:8]=2)[N:6]=1.[C:16]1(=[O:26])[O:21][C:19](=[O:20])[C:18]2=[CH:22][CH:23]=[CH:24][CH:25]=[C:17]12, predict the reaction product. The product is: [O:11]1[C:10]2[CH:14]=[CH:15][C:7]([C:5]3[N:6]=[C:2]([NH:1][C:16]([C:17]4[CH:25]=[CH:24][CH:23]=[CH:22][C:18]=4[C:19]([OH:21])=[O:20])=[O:26])[S:3][CH:4]=3)=[CH:8][C:9]=2[O:13][CH2:12]1. (7) Given the reactants Cl[C:2]1[C:7]([S:8]([N:11]2[CH2:32][CH2:31][C:14]3([C:18](=[O:19])[N:17]([C:20]4[CH:25]=[CH:24][C:23]([O:26][C:27]([F:30])([F:29])[F:28])=[CH:22][CH:21]=4)[CH2:16][CH2:15]3)[CH2:13][CH2:12]2)(=[O:10])=[O:9])=[CH:6][CH:5]=[CH:4][N:3]=1.[CH3:33][CH:34]([NH2:37])[CH2:35][OH:36], predict the reaction product. The product is: [OH:36][CH2:35][CH:34]([NH:37][C:2]1[C:7]([S:8]([N:11]2[CH2:32][CH2:31][C:14]3([C:18](=[O:19])[N:17]([C:20]4[CH:25]=[CH:24][C:23]([O:26][C:27]([F:28])([F:30])[F:29])=[CH:22][CH:21]=4)[CH2:16][CH2:15]3)[CH2:13][CH2:12]2)(=[O:9])=[O:10])=[CH:6][CH:5]=[CH:4][N:3]=1)[CH3:33]. (8) Given the reactants [I:1][C:2]1[C:10]2[C:5](=[N:6][CH:7]=[C:8]([N+:11]([O-])=O)[CH:9]=2)[N:4]([S:14]([C:17]2[CH:22]=[CH:21][CH:20]=[CH:19][CH:18]=2)(=[O:16])=[O:15])[CH:3]=1.C([O-])(O)=O.[Na+], predict the reaction product. The product is: [I:1][C:2]1[C:10]2[C:5](=[N:6][CH:7]=[C:8]([NH2:11])[CH:9]=2)[N:4]([S:14]([C:17]2[CH:22]=[CH:21][CH:20]=[CH:19][CH:18]=2)(=[O:16])=[O:15])[CH:3]=1. (9) The product is: [Br:1][C:2]1[CH:3]=[C:4]([CH3:29])[C:5]([N:8]2[CH2:13][CH2:12][N:11]([C:14]3[CH:19]=[C:18]([C:20]4[CH:25]=[CH:24][C:23]([F:26])=[CH:22][CH:21]=4)[N:17]=[C:16]([N:33]4[CH2:34][CH2:35][CH2:36][C@H:32]4[CH3:31])[N:15]=3)[C@H:10]([CH3:28])[CH2:9]2)=[N:6][CH:7]=1. Given the reactants [Br:1][C:2]1[CH:3]=[C:4]([CH3:29])[C:5]([N:8]2[CH2:13][CH2:12][N:11]([C:14]3[CH:19]=[C:18]([C:20]4[CH:25]=[CH:24][C:23]([F:26])=[CH:22][CH:21]=4)[N:17]=[C:16](Cl)[N:15]=3)[C@H:10]([CH3:28])[CH2:9]2)=[N:6][CH:7]=1.Br.[CH3:31][C@@H:32]1[CH2:36][CH2:35][CH2:34][NH:33]1.C([O-])([O-])=O.[K+].[K+], predict the reaction product. (10) Given the reactants C(OC(=O)[NH:10][C:11]1[C:12]([C:28]([NH:30][C:31]2[CH:32]=[N:33][CH:34]=[CH:35][C:36]=2[N:37]2[CH2:42][C@H:41]([CH3:43])[CH2:40][C@H:39]([NH2:44])[CH2:38]2)=[O:29])=[N:13][C:14]2[C:19]([CH:20]=1)=[CH:18][CH:17]=[C:16]([N:21]1[CH2:26][CH2:25][NH:24][C:23](=[O:27])[CH2:22]1)[CH:15]=2)C1C=CC=CC=1.[H][H], predict the reaction product. The product is: [NH2:10][C:11]1[C:12]([C:28]([NH:30][C:31]2[CH:32]=[N:33][CH:34]=[CH:35][C:36]=2[N:37]2[CH2:42][C@H:41]([CH3:43])[CH2:40][C@H:39]([NH2:44])[CH2:38]2)=[O:29])=[N:13][C:14]2[C:19]([CH:20]=1)=[CH:18][CH:17]=[C:16]([N:21]1[CH2:26][CH2:25][NH:24][C:23](=[O:27])[CH2:22]1)[CH:15]=2.